This data is from Full USPTO retrosynthesis dataset with 1.9M reactions from patents (1976-2016). The task is: Predict the reactants needed to synthesize the given product. Given the product [F:1][C:2]1[C:7]([C:8]([F:9])([F:10])[F:11])=[CH:6][CH:5]=[CH:4][C:3]=1[N:12]1[CH2:13][CH2:14][N:15]([CH2:25][CH2:26][CH3:27])[CH2:16][CH2:17]1, predict the reactants needed to synthesize it. The reactants are: [F:1][C:2]1[C:7]([C:8]([F:11])([F:10])[F:9])=[CH:6][CH:5]=[CH:4][C:3]=1[N:12]1[CH2:17][CH2:16][NH:15][CH2:14][CH2:13]1.C(=O)([O-])[O-].[K+].[K+].I[CH2:25][CH2:26][CH3:27].Cl.